This data is from Full USPTO retrosynthesis dataset with 1.9M reactions from patents (1976-2016). The task is: Predict the reactants needed to synthesize the given product. (1) Given the product [CH2:1]([O:8][C:9]([NH:11][C@H:12]([C:16]([O:18][CH2:19][C:20]([CH3:25])([CH3:23])[CH2:21][OH:22])=[O:17])[CH:13]([CH3:15])[CH3:14])=[O:10])[C:2]1[CH:3]=[CH:4][CH:5]=[CH:6][CH:7]=1, predict the reactants needed to synthesize it. The reactants are: [CH2:1]([O:8][C:9]([NH:11][C@H:12]([C:16]([OH:18])=[O:17])[CH:13]([CH3:15])[CH3:14])=[O:10])[C:2]1[CH:7]=[CH:6][CH:5]=[CH:4][CH:3]=1.[CH3:19][C:20]([CH3:25])([CH2:23]O)[CH2:21][OH:22].C1(N=C=NC2CCCCC2)CCCCC1. (2) Given the product [N:16]1[C:9]2[C:10](=[N:11][CH:12]=[CH:13][C:8]=2[C:1]([OH:4])=[O:2])[NH:14][CH:15]=1, predict the reactants needed to synthesize it. The reactants are: [C:1]([O-:4])([O-])=[O:2].[Na+].[Na+].C[C:8]1[CH:13]=[CH:12][N:11]=[C:10]2[NH:14][CH:15]=[N:16][C:9]=12.[O-][Mn](=O)(=O)=O.[K+]. (3) Given the product [F:10][C:11]1[CH:12]=[C:13]([CH:17]=[CH:18][C:19]=1[F:20])[C:14]([N:52]([C@@H:45]([C@@H:44]([CH3:43])[CH2:54][CH3:55])[CH2:46][N:47]1[CH2:48][CH:49]([OH:51])[CH2:50]1)[CH3:53])=[O:16], predict the reactants needed to synthesize it. The reactants are: CCN(C(C)C)C(C)C.[F:10][C:11]1[CH:12]=[C:13]([CH:17]=[CH:18][C:19]=1[F:20])[C:14]([OH:16])=O.CN(C(ON1N=NC2C=CC=CC1=2)=[N+](C)C)C.[B-](F)(F)(F)F.[CH3:43][C@@H:44]([CH2:54][CH3:55])[C@H:45]([NH:52][CH3:53])[CH2:46][N:47]1[CH2:50][CH:49]([OH:51])[CH2:48]1. (4) Given the product [C:31]1([C:57]2[CH:58]=[CH:59][CH:60]=[CH:61][CH:62]=2)[CH:32]=[CH:33][C:28]([C:26]2[N:27]=[C:22]([C:17]3[CH:18]=[CH:19][C:20]([C:16]4[CH:21]=[CH:20][CH:19]=[CH:18][CH:17]=4)=[CH:21][CH:16]=3)[N:23]=[C:24]([C:28]3[CH:33]=[CH:32][CH:31]=[C:30]([C:2]4[CH:15]=[CH:14][C:13]5[C:4](=[C:5]6[C:10](=[CH:11][CH:12]=5)[CH:9]=[CH:8][CH:7]=[N:6]6)[N:3]=4)[CH:29]=3)[N:25]=2)=[CH:29][CH:30]=1, predict the reactants needed to synthesize it. The reactants are: Cl[C:2]1[CH:15]=[CH:14][C:13]2[C:4](=[C:5]3[C:10](=[CH:11][CH:12]=2)[CH:9]=[CH:8][CH:7]=[N:6]3)[N:3]=1.[C:16]1(C2C=CC=CC=2)[CH:21]=[CH:20][CH:19]=[CH:18][C:17]=1[C:22]1[N:27]=[C:26]([C:28]2[CH:33]=[CH:32][CH:31]=[C:30](B3OC(C)(C)C(C)(C)O3)[CH:29]=2)[N:25]=[CH:24][N:23]=1.[Cl-].[Li+].C(=O)([O-])[O-].[Na+].[Na+].[C:57]1(C)[CH:62]=[CH:61][CH:60]=[CH:59][CH:58]=1. (5) Given the product [CH:2]1([N+:8]([O-:9])=[CH:10][C:12]2[CH:21]=[CH:20][CH:19]=[CH:18][C:13]=2[C:14]([O:16][CH3:17])=[O:15])[CH2:7][CH2:6][CH2:5][CH2:4][CH2:3]1, predict the reactants needed to synthesize it. The reactants are: Cl.[CH:2]1([NH:8][OH:9])[CH2:7][CH2:6][CH2:5][CH2:4][CH2:3]1.[CH:10]([C:12]1[CH:21]=[CH:20][CH:19]=[CH:18][C:13]=1[C:14]([O:16][CH3:17])=[O:15])=O. (6) Given the product [C:27](=[O:28])([O:26][C:23]([CH3:25])([CH3:24])[CH3:22])[O:6][CH2:7]/[CH:8]=[C:9](/[CH2:11][CH2:12]/[CH:13]=[C:14](\[CH2:16][CH2:17][CH:18]=[C:19]([CH3:21])[CH3:20])/[CH3:15])\[CH3:10], predict the reactants needed to synthesize it. The reactants are: [Li]CCCC.[OH:6][CH2:7]/[CH:8]=[C:9](/[CH2:11][CH2:12]/[CH:13]=[C:14](\[CH2:16][CH2:17][CH:18]=[C:19]([CH3:21])[CH3:20])/[CH3:15])\[CH3:10].[CH3:22][C:23]([O:26][C:27](O[C:27]([O:26][C:23]([CH3:25])([CH3:24])[CH3:22])=[O:28])=[O:28])([CH3:25])[CH3:24].